This data is from NCI-60 drug combinations with 297,098 pairs across 59 cell lines. The task is: Regression. Given two drug SMILES strings and cell line genomic features, predict the synergy score measuring deviation from expected non-interaction effect. (1) Drug 1: CC1=CC=C(C=C1)C2=CC(=NN2C3=CC=C(C=C3)S(=O)(=O)N)C(F)(F)F. Drug 2: CCC1=C2CN3C(=CC4=C(C3=O)COC(=O)C4(CC)O)C2=NC5=C1C=C(C=C5)O. Cell line: HCT116. Synergy scores: CSS=51.2, Synergy_ZIP=2.52, Synergy_Bliss=2.53, Synergy_Loewe=-68.0, Synergy_HSA=0.694. (2) Drug 1: CN(C)C1=NC(=NC(=N1)N(C)C)N(C)C. Drug 2: C1C(C(OC1N2C=C(C(=O)NC2=O)F)CO)O. Cell line: K-562. Synergy scores: CSS=20.2, Synergy_ZIP=-0.374, Synergy_Bliss=-5.91, Synergy_Loewe=-36.1, Synergy_HSA=-8.84. (3) Drug 1: C1CCC(CC1)NC(=O)N(CCCl)N=O. Drug 2: CC1C(C(CC(O1)OC2CC(CC3=C2C(=C4C(=C3O)C(=O)C5=CC=CC=C5C4=O)O)(C(=O)C)O)N)O. Cell line: U251. Synergy scores: CSS=41.1, Synergy_ZIP=-1.68, Synergy_Bliss=-0.148, Synergy_Loewe=2.49, Synergy_HSA=3.41. (4) Drug 1: CC(C1=C(C=CC(=C1Cl)F)Cl)OC2=C(N=CC(=C2)C3=CN(N=C3)C4CCNCC4)N. Drug 2: CC1C(C(CC(O1)OC2CC(CC3=C2C(=C4C(=C3O)C(=O)C5=CC=CC=C5C4=O)O)(C(=O)C)O)N)O. Cell line: RPMI-8226. Synergy scores: CSS=37.2, Synergy_ZIP=1.63, Synergy_Bliss=2.09, Synergy_Loewe=-23.2, Synergy_HSA=-1.29. (5) Drug 1: CC(CN1CC(=O)NC(=O)C1)N2CC(=O)NC(=O)C2. Drug 2: CC1CCCC2(C(O2)CC(NC(=O)CC(C(C(=O)C(C1O)C)(C)C)O)C(=CC3=CSC(=N3)C)C)C. Cell line: CCRF-CEM. Synergy scores: CSS=56.9, Synergy_ZIP=-2.17, Synergy_Bliss=0.0845, Synergy_Loewe=-2.33, Synergy_HSA=-2.37. (6) Drug 1: CC12CCC3C(C1CCC2=O)CC(=C)C4=CC(=O)C=CC34C. Drug 2: CCC1=CC2CC(C3=C(CN(C2)C1)C4=CC=CC=C4N3)(C5=C(C=C6C(=C5)C78CCN9C7C(C=CC9)(C(C(C8N6C)(C(=O)OC)O)OC(=O)C)CC)OC)C(=O)OC.C(C(C(=O)O)O)(C(=O)O)O. Cell line: PC-3. Synergy scores: CSS=59.8, Synergy_ZIP=1.85, Synergy_Bliss=0.875, Synergy_Loewe=-11.4, Synergy_HSA=4.48.